The task is: Regression. Given two drug SMILES strings and cell line genomic features, predict the synergy score measuring deviation from expected non-interaction effect.. This data is from NCI-60 drug combinations with 297,098 pairs across 59 cell lines. (1) Drug 1: CC1=C(C(CCC1)(C)C)C=CC(=CC=CC(=CC(=O)O)C)C. Drug 2: N.N.Cl[Pt+2]Cl. Cell line: MDA-MB-231. Synergy scores: CSS=26.9, Synergy_ZIP=-6.13, Synergy_Bliss=2.08, Synergy_Loewe=3.85, Synergy_HSA=4.22. (2) Drug 1: CN1CCC(CC1)COC2=C(C=C3C(=C2)N=CN=C3NC4=C(C=C(C=C4)Br)F)OC. Drug 2: CC(C1=C(C=CC(=C1Cl)F)Cl)OC2=C(N=CC(=C2)C3=CN(N=C3)C4CCNCC4)N. Cell line: HCC-2998. Synergy scores: CSS=6.20, Synergy_ZIP=0.235, Synergy_Bliss=0.331, Synergy_Loewe=-1.68, Synergy_HSA=-0.920. (3) Drug 1: CC1C(C(CC(O1)OC2CC(CC3=C2C(=C4C(=C3O)C(=O)C5=C(C4=O)C(=CC=C5)OC)O)(C(=O)C)O)N)O.Cl. Drug 2: CCC(=C(C1=CC=CC=C1)C2=CC=C(C=C2)OCCN(C)C)C3=CC=CC=C3.C(C(=O)O)C(CC(=O)O)(C(=O)O)O. Cell line: SN12C. Synergy scores: CSS=21.4, Synergy_ZIP=-5.29, Synergy_Bliss=2.49, Synergy_Loewe=2.50, Synergy_HSA=2.55.